Dataset: NCI-60 drug combinations with 297,098 pairs across 59 cell lines. Task: Regression. Given two drug SMILES strings and cell line genomic features, predict the synergy score measuring deviation from expected non-interaction effect. (1) Drug 1: CC1=CC2C(CCC3(C2CCC3(C(=O)C)OC(=O)C)C)C4(C1=CC(=O)CC4)C. Drug 2: COCCOC1=C(C=C2C(=C1)C(=NC=N2)NC3=CC=CC(=C3)C#C)OCCOC.Cl. Cell line: T-47D. Synergy scores: CSS=14.8, Synergy_ZIP=-2.65, Synergy_Bliss=2.24, Synergy_Loewe=4.69, Synergy_HSA=4.93. (2) Drug 1: CNC(=O)C1=NC=CC(=C1)OC2=CC=C(C=C2)NC(=O)NC3=CC(=C(C=C3)Cl)C(F)(F)F. Drug 2: N.N.Cl[Pt+2]Cl. Cell line: HCT116. Synergy scores: CSS=43.9, Synergy_ZIP=-1.16, Synergy_Bliss=-5.43, Synergy_Loewe=-24.1, Synergy_HSA=-5.11. (3) Drug 1: CC1=C(C=C(C=C1)C(=O)NC2=CC(=CC(=C2)C(F)(F)F)N3C=C(N=C3)C)NC4=NC=CC(=N4)C5=CN=CC=C5. Drug 2: CCCCCOC(=O)NC1=NC(=O)N(C=C1F)C2C(C(C(O2)C)O)O. Cell line: KM12. Synergy scores: CSS=-6.66, Synergy_ZIP=4.43, Synergy_Bliss=3.84, Synergy_Loewe=-3.15, Synergy_HSA=-1.99. (4) Drug 1: CCC1=CC2CC(C3=C(CN(C2)C1)C4=CC=CC=C4N3)(C5=C(C=C6C(=C5)C78CCN9C7C(C=CC9)(C(C(C8N6C)(C(=O)OC)O)OC(=O)C)CC)OC)C(=O)OC.C(C(C(=O)O)O)(C(=O)O)O. Drug 2: C(CC(=O)O)C(=O)CN.Cl. Cell line: UACC-257. Synergy scores: CSS=19.1, Synergy_ZIP=-8.07, Synergy_Bliss=0.681, Synergy_Loewe=-21.2, Synergy_HSA=1.36.